Dataset: Catalyst prediction with 721,799 reactions and 888 catalyst types from USPTO. Task: Predict which catalyst facilitates the given reaction. (1) Reactant: [CH3:1][O:2][C:3]1[CH:4]=[C:5]2[C:10](=[CH:11][C:12]=1[O:13][CH3:14])[N:9]=[CH:8][CH:7]=[C:6]2[O:15][C:16]1[CH:22]=[CH:21][C:19]([NH2:20])=[CH:18][CH:17]=1.Cl[C:24](Cl)([O:26][C:27](=[O:33])OC(Cl)(Cl)Cl)Cl.[CH:35]1([CH2:41]CO)[CH2:40][CH2:39][CH2:38][CH2:37][CH2:36]1.C(=O)(O)[O-].[Na+]. The catalyst class is: 208. Product: [CH3:1][O:2][C:3]1[CH:4]=[C:5]2[C:10](=[CH:11][C:12]=1[O:13][CH3:14])[N:9]=[CH:8][CH:7]=[C:6]2[O:15][C:16]1[CH:22]=[CH:21][C:19]([NH:20][C:27](=[O:33])[O:26][CH2:24][CH2:41][CH:35]2[CH2:40][CH2:39][CH2:38][CH2:37][CH2:36]2)=[CH:18][CH:17]=1. (2) Reactant: [F:1][C:2]([F:29])([F:28])[C:3]([C:9]1[CH:14]=[CH:13][C:12]([C:15]2[CH:20]=[CH:19][C:18]([CH2:21][N:22]3[CH2:27][CH2:26][NH:25][CH2:24][CH2:23]3)=[CH:17][CH:16]=2)=[CH:11][CH:10]=1)([OH:8])[C:4]([F:7])([F:6])[F:5].[N:30]([CH2:33][CH2:34][CH3:35])=[C:31]=[O:32]. Product: [F:29][C:2]([F:28])([F:1])[C:3]([C:9]1[CH:10]=[CH:11][C:12]([C:15]2[CH:20]=[CH:19][C:18]([CH2:21][N:22]3[CH2:23][CH2:24][N:25]([C:31]([NH:30][CH2:33][CH2:34][CH3:35])=[O:32])[CH2:26][CH2:27]3)=[CH:17][CH:16]=2)=[CH:13][CH:14]=1)([OH:8])[C:4]([F:7])([F:6])[F:5].[C:3]([OH:8])([C:4]([F:7])([F:6])[F:5])=[O:32]. The catalyst class is: 2. (3) Reactant: [CH3:1]C1C=C(C)N=C(O[CH2:10][C:11]([OH:13])=O)N=1.[CH3:14]N[CH:14]1CCN(C[C:23]2[CH:28]=[CH:27][C:27](C(F)(F)F)=[CH:28][CH:23]=2)CC1.[CH3:33][C:34]1[CH:39]=[C:38]([CH3:40])[N:37]=[C:36]([O:41][CH2:42][C:43]([N:45]([CH3:63])[CH:46]2[CH2:51][CH2:50][N:49]([CH2:52][C:53]3[CH:58]=[CH:57][C:56]([C:59]([F:62])([F:61])[F:60])=[CH:55][CH:54]=3)[CH2:48][CH2:47]2)=[O:44])[N:35]=1.[C:64]([OH:71])(=[O:70])/[CH:65]=[CH:66]\[C:67]([OH:69])=[O:68]. Product: [CH3:33][C:34]1[CH:39]=[C:38]([CH3:40])[N:37]=[C:36]([O:41][CH2:42][C:43]([N:45]([CH3:63])[CH:46]2[CH2:51][CH2:50][N:49]([CH2:52][C:53]3[CH:54]=[CH:55][C:56]([C:59]([F:62])([F:61])[F:60])=[CH:57][CH:58]=3)[CH2:48][CH2:47]2)=[O:44])[N:35]=1.[C:64]([OH:71])(=[O:70])/[CH:65]=[CH:66]\[C:67]([OH:69])=[O:68].[CH3:33][C:34]1[CH:39]=[C:38]([CH3:40])[N:37]=[C:36]([O:41][CH2:42][C:43]([N:45]([CH3:63])[CH:46]2[CH2:51][CH2:50][N:49]([CH2:52][C:53]3[CH:54]=[CH:55][C:56]([C:59]([F:62])([F:61])[F:60])=[CH:57][CH:58]=3)[CH2:48][CH2:47]2)=[O:44])[N:35]=1.[CH3:10][CH:11]([OH:13])[CH3:14].[CH:43]([O:44][CH:28]([CH3:27])[CH3:23])([CH3:1])[CH3:42]. The catalyst class is: 5. (4) Reactant: [CH2:1]([O:8][C:9]([NH:11][C:12]1([C:15]([OH:17])=O)[CH2:14][CH2:13]1)=[O:10])[C:2]1[CH:7]=[CH:6][CH:5]=[CH:4][CH:3]=1.C(N(CC)CC)C.CN([C:28]([O:32][N:33]1N=NC2C=CC=N[C:34]1=2)=[N+](C)C)C.F[P-](F)(F)(F)(F)F.Cl.CNOC. Product: [CH3:28][O:32][N:33]([CH3:34])[C:15]([C:12]1([NH:11][C:9](=[O:10])[O:8][CH2:1][C:2]2[CH:3]=[CH:4][CH:5]=[CH:6][CH:7]=2)[CH2:13][CH2:14]1)=[O:17]. The catalyst class is: 39. (5) Reactant: [CH2:1]([CH:4]([NH:8][CH2:9][CH2:10][N:11]1[CH:15]=[CH:14][CH:13]=[C:12]1[C:16]([O:18]CC)=O)[CH2:5][CH2:6][CH3:7])[CH2:2][CH3:3].C[Al](C)C. Product: [CH2:5]([CH:4]([N:8]1[CH2:9][CH2:10][N:11]2[CH:15]=[CH:14][CH:13]=[C:12]2[C:16]1=[O:18])[CH2:1][CH2:2][CH3:3])[CH2:6][CH3:7]. The catalyst class is: 11. (6) Reactant: [OH-].[K+].[Br:3][C:4]1[C:5]([CH3:21])=[C:6]([C:19]#[N:20])[N:7](S(C2C=CC(C)=CC=2)(=O)=O)[CH:8]=1.[H-].[Na+].I[CH3:25]. The catalyst class is: 111. Product: [Br:3][C:4]1[C:5]([CH3:21])=[C:6]([C:19]#[N:20])[N:7]([CH3:25])[CH:8]=1.